Dataset: Peptide-MHC class I binding affinity with 185,985 pairs from IEDB/IMGT. Task: Regression. Given a peptide amino acid sequence and an MHC pseudo amino acid sequence, predict their binding affinity value. This is MHC class I binding data. The peptide sequence is RGRGVAIHR. The MHC is HLA-B08:02 with pseudo-sequence HLA-B08:02. The binding affinity (normalized) is 0.0847.